From a dataset of Reaction yield outcomes from USPTO patents with 853,638 reactions. Predict the reaction yield, written as a fraction of the theoretical maximum amount of product (1.0 means a 100% yield; for example, 0.34 means a 34% yield). (1) The reactants are C(OC(=O)[NH:7][CH2:8][C:9]#[C:10][C:11]1[CH:12]=[C:13]2[C:18](=[CH:19][CH:20]=1)[N:17]=[CH:16][N:15]=[C:14]2[NH:21][C:22]1[CH:27]=[CH:26][C:25]([O:28][C:29]2[CH:30]=[N:31][C:32]([CH3:35])=[CH:33][CH:34]=2)=[C:24]([CH3:36])[CH:23]=1)(C)(C)C.C(O)(C(F)(F)F)=O. The catalyst is C(Cl)Cl.C(=O)(O)[O-].[Na+]. The product is [NH2:7][CH2:8][C:9]#[C:10][C:11]1[CH:12]=[C:13]2[C:18](=[CH:19][CH:20]=1)[N:17]=[CH:16][N:15]=[C:14]2[NH:21][C:22]1[CH:27]=[CH:26][C:25]([O:28][C:29]2[CH:30]=[N:31][C:32]([CH3:35])=[CH:33][CH:34]=2)=[C:24]([CH3:36])[CH:23]=1. The yield is 0.880. (2) The reactants are [Cl:1][C:2]1[CH:17]=[CH:16][CH:15]=[C:14]([F:18])[C:3]=1[CH2:4][O:5][C:6]1[CH:13]=[CH:12][C:9]([CH:10]=O)=[CH:8][CH:7]=1.C([O-])(=O)C.[NH4+].[N+:24]([CH3:27])([O-:26])=[O:25]. No catalyst specified. The product is [Cl:1][C:2]1[CH:17]=[CH:16][CH:15]=[C:14]([F:18])[C:3]=1[CH2:4][O:5][C:6]1[CH:13]=[CH:12][C:9](/[CH:10]=[CH:27]/[N+:24]([O-:26])=[O:25])=[CH:8][CH:7]=1. The yield is 0.780. (3) The reactants are [NH2:1][C:2]1[C:3]([OH:17])=[C:4]([C:8]2[CH:13]=[CH:12][CH:11]=[C:10]([C:14]([OH:16])=[O:15])[CH:9]=2)[CH:5]=[CH:6][CH:7]=1.Cl.N([O-])=O.[Na+].S(=O)(=O)(O)[NH2:24].[CH3:28][C:29]1[CH:30]=[C:31]([N:36]2[C:40]([OH:41])=[CH:39][C:38]([CH3:42])=[N:37]2)[CH:32]=[CH:33][C:34]=1[CH3:35]. The catalyst is O.C(N(CC)CC)C.CO. The product is [CH3:35][C:34]1[CH:33]=[CH:32][C:31]([N:36]2[N:37]=[C:38]([CH3:42])/[C:39](=[N:24]/[NH:1][C:2]3[CH:7]=[CH:6][CH:5]=[C:4]([C:8]4[CH:13]=[CH:12][CH:11]=[C:10]([C:14]([OH:16])=[O:15])[CH:9]=4)[C:3]=3[OH:17])/[C:40]2=[O:41])=[CH:30][C:29]=1[CH3:28]. The yield is 0.954. (4) The reactants are [NH:1]([C:8]([C:10]1[CH:11]=[C:12]([C:16](=[C:30]2[CH2:35][CH2:34][NH:33][CH2:32][CH2:31]2)[C:17]2[CH:29]=[CH:28][C:20]([C:21]([N:23]([CH2:26][CH3:27])[CH2:24][CH3:25])=[O:22])=[CH:19][CH:18]=2)[CH:13]=[CH:14][CH:15]=1)=[O:9])C1C=CC=CC=1.C(OC(N1CCC(=[C:49]([C:56]2[CH:57]=[CH:58][C:50]([C:49](N(CC)CC)=O)=[CH:51][CH:52]=2)[C:50]2[CH:51]=[C:52]([CH:56]=[CH:57][CH:58]=2)C(O)=O)CC1)=O)(C)(C)C.C(N)C1C=CC=CC=1.C(O)(C(F)(F)F)=O. No catalyst specified. The product is [CH2:49]([NH:1][C:8]([C:10]1[CH:11]=[C:12]([C:16](=[C:30]2[CH2:35][CH2:34][NH:33][CH2:32][CH2:31]2)[C:17]2[CH:18]=[CH:19][C:20]([C:21]([N:23]([CH2:24][CH3:25])[CH2:26][CH3:27])=[O:22])=[CH:28][CH:29]=2)[CH:13]=[CH:14][CH:15]=1)=[O:9])[C:50]1[CH:51]=[CH:52][CH:56]=[CH:57][CH:58]=1. The yield is 0.600. (5) The reactants are Cl[C:2]1[N:26]=[CH:25][C:5]2[C:6]3[N:10]([CH2:11][CH2:12][O:13][C:4]=2[CH:3]=1)[CH:9]=[C:8]([C:14]1[N:15]([CH2:20][C:21]([F:24])([F:23])[F:22])[N:16]=[C:17]([CH3:19])[N:18]=1)[N:7]=3.[CH3:27][C:28]1[CH:39]=[CH:38][CH:37]=[CH:36][C:29]=1[CH2:30][CH:31]1[CH2:35][CH2:34][CH2:33][NH:32]1.CN1C(=O)CCC1. The catalyst is C(N(CC)CC)C. The product is [CH3:19][C:17]1[N:18]=[C:14]([C:8]2[N:7]=[C:6]3[C:5]4[CH:25]=[N:26][C:2]([N:32]5[CH2:33][CH2:34][CH2:35][CH:31]5[CH2:30][C:29]5[CH:36]=[CH:37][CH:38]=[CH:39][C:28]=5[CH3:27])=[CH:3][C:4]=4[O:13][CH2:12][CH2:11][N:10]3[CH:9]=2)[N:15]([CH2:20][C:21]([F:24])([F:22])[F:23])[N:16]=1. The yield is 0.480. (6) The reactants are [Br:1][C:2]1[CH:7]=[CH:6][C:5](/[CH:8]=[CH:9]/[C:10]2[NH:11][CH:12]=[C:13]([C:15]3[CH:20]=[CH:19][C:18]([Cl:21])=[CH:17][C:16]=3[Cl:22])[N:14]=2)=[CH:4][CH:3]=1.C[CH:24](Br)[C:25]1[CH:30]=[CH:29][C:28]([N+:31]([O-:33])=[O:32])=[CH:27][CH:26]=1. No catalyst specified. The product is [Br:1][C:2]1[CH:7]=[CH:6][C:5](/[CH:8]=[CH:9]/[C:10]2[N:11]([CH2:24][C:25]3[CH:30]=[CH:29][C:28]([N+:31]([O-:33])=[O:32])=[CH:27][CH:26]=3)[CH:12]=[C:13]([C:15]3[CH:20]=[CH:19][C:18]([Cl:21])=[CH:17][C:16]=3[Cl:22])[N:14]=2)=[CH:4][CH:3]=1. The yield is 0.770. (7) The reactants are [Br:1][C:2]1[C:3]([F:33])=[CH:4][C:5]([F:32])=[C:6]([C@@:8]([NH:20][C:21]([NH:23]C(=O)C2C=CC=CC=2)=[S:22])([CH2:10][CH:11]([C:13]2[C:14]([CH3:19])=[N:15][O:16][C:17]=2[CH3:18])O)[CH3:9])[CH:7]=1.Cl.O. The catalyst is O1CCOCC1. The product is [Br:1][C:2]1[C:3]([F:33])=[CH:4][C:5]([F:32])=[C:6]([C@:8]2([CH3:9])[CH2:10][C@@H:11]([C:13]3[C:14]([CH3:19])=[N:15][O:16][C:17]=3[CH3:18])[S:22][C:21]([NH2:23])=[N:20]2)[CH:7]=1. The yield is 0.410. (8) The reactants are Cl.[CH2:2]([N:9]1[CH:17]=[C:16]2[C:11]([CH:12]=[C:13]([C:18]3[CH:19]=[C:20]([CH:28]4[CH2:33][CH2:32][CH2:31][NH:30][CH2:29]4)[N:21]4[C:26]=3[C:25]([NH2:27])=[N:24][CH:23]=[N:22]4)[CH:14]=[CH:15]2)=[N:10]1)[C:3]1[CH:8]=[CH:7][CH:6]=[CH:5][CH:4]=1.[CH3:34][S:35](Cl)(=[O:37])=[O:36].C(N(CC)C(C)C)(C)C. The catalyst is CN(C=O)C. The product is [CH2:2]([N:9]1[CH:17]=[C:16]2[C:11]([CH:12]=[C:13]([C:18]3[CH:19]=[C:20]([CH:28]4[CH2:33][CH2:32][CH2:31][N:30]([S:35]([CH3:34])(=[O:37])=[O:36])[CH2:29]4)[N:21]4[C:26]=3[C:25]([NH2:27])=[N:24][CH:23]=[N:22]4)[CH:14]=[CH:15]2)=[N:10]1)[C:3]1[CH:4]=[CH:5][CH:6]=[CH:7][CH:8]=1. The yield is 0.230. (9) The reactants are C(=O)([O-])[O-].[K+].[K+].[Cl:7][C:8]1[S:12][C:11]([N:13](CC2C=CC(OC)=CC=2OC)[S:14]([C:17]2[CH:22]=[C:21]([F:23])[C:20](F)=[CH:19][C:18]=2[F:25])(=[O:16])=[O:15])=[N:10][CH:9]=1.[OH:37][C:38]1[CH:45]=[CH:44][C:41]([C:42]#[N:43])=[CH:40][C:39]=1[I:46]. The catalyst is CS(C)=O.C(OCC)(=O)C. The product is [Cl:7][C:8]1[S:12][C:11]([NH:13][S:14]([C:17]2[CH:22]=[C:21]([F:23])[C:20]([O:37][C:38]3[CH:45]=[CH:44][C:41]([C:42]#[N:43])=[CH:40][C:39]=3[I:46])=[CH:19][C:18]=2[F:25])(=[O:15])=[O:16])=[N:10][CH:9]=1. The yield is 0.350. (10) The reactants are Br[C:2]1[CH:7]=[C:6]([N+:8]([O-:10])=[O:9])[CH:5]=[CH:4][C:3]=1[C:11]([CH3:14])([CH3:13])[CH3:12].[CH3:15][N:16](C=O)C. The catalyst is O.[C-]#N.[C-]#N.[Zn+2].C1C=CC([P]([Pd]([P](C2C=CC=CC=2)(C2C=CC=CC=2)C2C=CC=CC=2)([P](C2C=CC=CC=2)(C2C=CC=CC=2)C2C=CC=CC=2)[P](C2C=CC=CC=2)(C2C=CC=CC=2)C2C=CC=CC=2)(C2C=CC=CC=2)C2C=CC=CC=2)=CC=1. The product is [C:11]([C:3]1[CH:4]=[CH:5][C:6]([N+:8]([O-:10])=[O:9])=[CH:7][C:2]=1[C:15]#[N:16])([CH3:14])([CH3:13])[CH3:12]. The yield is 0.800.